This data is from Full USPTO retrosynthesis dataset with 1.9M reactions from patents (1976-2016). The task is: Predict the reactants needed to synthesize the given product. (1) Given the product [O:1]1[CH2:6][CH2:5][CH2:4][CH2:3][CH:2]1[N:7]1[CH:11]=[C:10]([C:22]2[N:27]=[C:26]3[CH:28]=[CH:29][N:30]([S:31]([C:34]4[CH:40]=[CH:39][C:37]([CH3:38])=[CH:36][CH:35]=4)(=[O:32])=[O:33])[C:25]3=[CH:24][CH:23]=2)[CH:9]=[N:8]1, predict the reactants needed to synthesize it. The reactants are: [O:1]1[CH2:6][CH2:5][CH2:4][CH2:3][CH:2]1[N:7]1[CH:11]=[C:10](B2OC(C)(C)C(C)(C)O2)[CH:9]=[N:8]1.Cl[C:22]1[N:27]=[C:26]2[CH:28]=[CH:29][N:30]([S:31]([C:34]3[CH:40]=[CH:39][C:37]([CH3:38])=[CH:36][CH:35]=3)(=[O:33])=[O:32])[C:25]2=[CH:24][CH:23]=1.C([O-])([O-])=O.[Na+].[Na+].ClCCl. (2) Given the product [C:35]([N:38]1[CH2:43][CH2:42][N:41]([CH2:33][CH2:32][CH2:31][O:30][C:24]2[CH:23]=[C:22]3[C:27]([C:18]([NH:17][C:3]4[C:4]5[O:8][CH2:7][O:6][C:5]=5[C:9]([C:11]#[C:12][CH2:13][CH2:14][O:15][CH3:16])=[CH:10][C:2]=4[Cl:1])=[N:19][CH:20]=[N:21]3)=[CH:26][C:25]=2[O:28][CH3:29])[CH2:40][CH2:39]1)(=[O:37])[CH3:36], predict the reactants needed to synthesize it. The reactants are: [Cl:1][C:2]1[CH:10]=[C:9]([C:11]#[C:12][CH2:13][CH2:14][O:15][CH3:16])[C:5]2[O:6][CH2:7][O:8][C:4]=2[C:3]=1[NH:17][C:18]1[C:27]2[C:22](=[CH:23][C:24]([O:30][CH2:31][CH2:32][CH2:33]Cl)=[C:25]([O:28][CH3:29])[CH:26]=2)[N:21]=[CH:20][N:19]=1.[C:35]([N:38]1[CH2:43][CH2:42][NH:41][CH2:40][CH2:39]1)(=[O:37])[CH3:36]. (3) Given the product [O:1]=[C:2]1[C:11]2[C:6](=[CH:7][CH:8]=[CH:9][CH:10]=2)[NH:5][CH:4]=[C:3]1[C:12]([NH:48][C:49]1[CH:54]=[CH:53][CH:52]=[CH:51][CH:50]=1)=[O:14], predict the reactants needed to synthesize it. The reactants are: [OH:1][C:2]1[C:11]2[C:6](=[CH:7][CH:8]=[CH:9][CH:10]=2)[N:5]=[CH:4][C:3]=1[C:12]([OH:14])=O.CN(C(ON1N=NC2C=CC=NC1=2)=[N+](C)C)C.F[P-](F)(F)(F)(F)F.CCN(C(C)C)C(C)C.[NH2:48][C:49]1[CH:54]=[CH:53][CH:52]=[CH:51][CH:50]=1. (4) The reactants are: [N:1]([CH2:4][C@@H:5]1[O:9][C:8](=[O:10])[N:7]([C:11]2[CH:16]=[CH:15][C:14]([I:17])=[CH:13][CH:12]=2)[CH2:6]1)=[N+]=[N-].C1(P(C2C=CC=CC=2)C2C=CC=CC=2)C=CC=CC=1. Given the product [NH2:1][CH2:4][C@@H:5]1[O:9][C:8](=[O:10])[N:7]([C:11]2[CH:16]=[CH:15][C:14]([I:17])=[CH:13][CH:12]=2)[CH2:6]1, predict the reactants needed to synthesize it. (5) Given the product [CH3:9][O:8][C:6]1[CH:7]=[C:2]2[C:3]([C:10]([C:12]3[CH:17]=[CH:16][CH:15]=[CH:14][CH:13]=3)=[C:20]([C:18]#[N:19])[C:21](=[O:22])[NH:1]2)=[CH:4][CH:5]=1, predict the reactants needed to synthesize it. The reactants are: [NH2:1][C:2]1[CH:7]=[C:6]([O:8][CH3:9])[CH:5]=[CH:4][C:3]=1[C:10]([C:12]1[CH:17]=[CH:16][CH:15]=[CH:14][CH:13]=1)=O.[C:18]([CH2:20][C:21](OCC)=[O:22])#[N:19].N1CCCCC1. (6) Given the product [OH:10][C:7]1[CH:8]=[CH:9][C:4]([C:16]2[O:15][C:14]([CH:12]=[O:13])=[CH:18][CH:17]=2)=[CH:5][C:6]=1[CH3:11], predict the reactants needed to synthesize it. The reactants are: N#N.Br[C:4]1[CH:9]=[CH:8][C:7]([OH:10])=[C:6]([CH3:11])[CH:5]=1.[CH:12]([C:14]1[O:15][C:16](B(O)O)=[CH:17][CH:18]=1)=[O:13].C([O-])([O-])=O.[Na+].[Na+].